From a dataset of Reaction yield outcomes from USPTO patents with 853,638 reactions. Predict the reaction yield, written as a fraction of the theoretical maximum amount of product (1.0 means a 100% yield; for example, 0.34 means a 34% yield). (1) The reactants are [CH2:1]([C@@H:3]1[C@:8]([OH:10])([CH3:9])[C:7](=[O:11])[CH2:6][C@@H:5]([C:12]2[CH:17]=[CH:16][N:15]=[CH:14][C:13]=2[N+:18]([O-:20])=[O:19])[O:4]1)[CH3:2].[BH4-].[Na+]. The catalyst is CCO. The product is [CH2:1]([C@@H:3]1[C@@:8]([CH3:9])([OH:10])[C@H:7]([OH:11])[CH2:6][C@H:5]([C:12]2[CH:17]=[CH:16][N:15]=[CH:14][C:13]=2[N+:18]([O-:20])=[O:19])[O:4]1)[CH3:2]. The yield is 0.930. (2) The reactants are Cl[C:2]1[N:7]=[C:6]([NH:8][C@@H:9]2[CH2:14][CH2:13][CH2:12][CH2:11][C@H:10]2[NH:15][S:16]([CH3:19])(=[O:18])=[O:17])[C:5]([Cl:20])=[CH:4][N:3]=1.[NH2:21][C:22]1[C:23]([O:35][CH3:36])=[CH:24][C:25]2[N:31]([CH3:32])[C:30](=[O:33])[O:29][CH2:28][CH2:27][C:26]=2[CH:34]=1.C(O)(C)C. The catalyst is Cl.O1CCOCC1. The product is [Cl:20][C:5]1[C:6]([NH:8][C@@H:9]2[CH2:14][CH2:13][CH2:12][CH2:11][C@H:10]2[NH:15][S:16]([CH3:19])(=[O:18])=[O:17])=[N:7][C:2]([NH:21][C:22]2[C:23]([O:35][CH3:36])=[CH:24][C:25]3[N:31]([CH3:32])[C:30](=[O:33])[O:29][CH2:28][CH2:27][C:26]=3[CH:34]=2)=[N:3][CH:4]=1. The yield is 0.377. (3) The reactants are [C:1]1([CH2:7][CH2:8][CH2:9][N:10]2[CH2:15][CH2:14][N:13]([CH2:16][CH2:17][C:18](=[O:24])[CH2:19][CH2:20][CH2:21][CH2:22][CH3:23])[CH2:12][CH2:11]2)[CH:6]=[CH:5][CH:4]=[CH:3][CH:2]=1.[BH4-].[Na+].CC(C)=O. The catalyst is C(O)C. The product is [C:1]1([CH2:7][CH2:8][CH2:9][N:10]2[CH2:11][CH2:12][N:13]([CH2:16][CH2:17][CH:18]([OH:24])[CH2:19][CH2:20][CH2:21][CH2:22][CH3:23])[CH2:14][CH2:15]2)[CH:2]=[CH:3][CH:4]=[CH:5][CH:6]=1. The yield is 0.670. (4) The yield is 0.660. The reactants are [F:1][C:2]1[CH:7]=[CH:6][CH:5]=[CH:4][C:3]=1[C:8]1[N:9]([S:15]([C:18]2[CH:25]=[CH:24][CH:23]=[CH:22][C:19]=2[C:20]#[N:21])(=[O:17])=[O:16])[CH:10]=[C:11]([CH:13]=O)[CH:12]=1.CO.[CH3:28][NH2:29].[BH4-].[Na+].[ClH:32].C(=O)([O-])O.[Na+]. The product is [ClH:32].[F:1][C:2]1[CH:7]=[CH:6][CH:5]=[CH:4][C:3]=1[C:8]1[N:9]([S:15]([C:18]2[CH:25]=[CH:24][CH:23]=[CH:22][C:19]=2[C:20]#[N:21])(=[O:17])=[O:16])[CH:10]=[C:11]([CH2:13][NH:29][CH3:28])[CH:12]=1. The catalyst is CO. (5) The reactants are [N:1]1[C:10]2[C:5](=[CH:6][C:7]([CH:11]([CH3:15])[C:12](O)=O)=[CH:8][CH:9]=2)[CH:4]=[CH:3][CH:2]=1.[C:16]1([C:22]2[N:27]=[N:26][C:25]([NH:28][NH2:29])=[CH:24][CH:23]=2)[CH:21]=[CH:20][CH:19]=[CH:18][CH:17]=1.Cl. The catalyst is C([O-])(O)=O.[Na+]. The product is [C:16]1([C:22]2[CH:23]=[CH:24][C:25]3[N:26]([C:12]([CH:11]([C:7]4[CH:6]=[C:5]5[C:10](=[CH:9][CH:8]=4)[N:1]=[CH:2][CH:3]=[CH:4]5)[CH3:15])=[N:29][N:28]=3)[N:27]=2)[CH:17]=[CH:18][CH:19]=[CH:20][CH:21]=1. The yield is 0.530. (6) The yield is 0.360. The product is [C:42]1([S:48]([NH:40][C:6]2[CH:5]=[C:4]([CH:9]=[CH:8][C:7]=2[O:10][C:11]2[CH:16]=[CH:15][C:14]([C:17]3[CH:22]=[CH:21][C:20](/[CH:23]=[CH:24]/[C:25]4[N:26]([CH2:38][CH3:39])[CH:27]=[C:28]([C:30]5[CH:35]=[CH:34][C:33]([Cl:36])=[CH:32][C:31]=5[Cl:37])[N:29]=4)=[CH:19][CH:18]=3)=[CH:13][CH:12]=2)[C:3]([OH:2])=[O:41])(=[O:50])=[O:49])[CH:47]=[CH:46][CH:45]=[CH:44][CH:43]=1. The reactants are C[O:2][C:3](=[O:41])[C:4]1[CH:9]=[CH:8][C:7]([O:10][C:11]2[CH:16]=[CH:15][C:14]([C:17]3[CH:22]=[CH:21][C:20](/[CH:23]=[CH:24]/[C:25]4[N:26]([CH2:38][CH3:39])[CH:27]=[C:28]([C:30]5[CH:35]=[CH:34][C:33]([Cl:36])=[CH:32][C:31]=5[Cl:37])[N:29]=4)=[CH:19][CH:18]=3)=[CH:13][CH:12]=2)=[C:6]([NH2:40])[CH:5]=1.[C:42]1([S:48](Cl)(=[O:50])=[O:49])[CH:47]=[CH:46][CH:45]=[CH:44][CH:43]=1. No catalyst specified. (7) The reactants are [F:1][C:2]1[CH:7]=[CH:6][C:5]([NH:8]C(=O)C(C)(C)C)=[CH:4][C:3]=1[C:15]([C:17]1[CH:18]=[C:19]2[C:24](=[CH:25][CH:26]=1)[N:23]=[CH:22][CH:21]=[N:20]2)=[O:16].Cl.[OH-].[Na+]. The catalyst is CC(O)=O. The product is [NH2:8][C:5]1[CH:6]=[CH:7][C:2]([F:1])=[C:3]([C:15]([C:17]2[CH:18]=[C:19]3[C:24](=[CH:25][CH:26]=2)[N:23]=[CH:22][CH:21]=[N:20]3)=[O:16])[CH:4]=1. The yield is 0.990.